From a dataset of NCI-60 drug combinations with 297,098 pairs across 59 cell lines. Regression. Given two drug SMILES strings and cell line genomic features, predict the synergy score measuring deviation from expected non-interaction effect. (1) Drug 1: CC1C(C(CC(O1)OC2CC(CC3=C2C(=C4C(=C3O)C(=O)C5=C(C4=O)C(=CC=C5)OC)O)(C(=O)C)O)N)O.Cl. Drug 2: C(=O)(N)NO. Cell line: NCI-H226. Synergy scores: CSS=13.6, Synergy_ZIP=0.604, Synergy_Bliss=4.91, Synergy_Loewe=-4.68, Synergy_HSA=4.23. (2) Synergy scores: CSS=43.3, Synergy_ZIP=-2.44, Synergy_Bliss=-2.46, Synergy_Loewe=-13.1, Synergy_HSA=-0.352. Drug 2: CC1C(C(CC(O1)OC2CC(CC3=C2C(=C4C(=C3O)C(=O)C5=C(C4=O)C(=CC=C5)OC)O)(C(=O)CO)O)N)O.Cl. Cell line: MDA-MB-435. Drug 1: CN(C)C1=NC(=NC(=N1)N(C)C)N(C)C. (3) Drug 1: CC12CCC(CC1=CCC3C2CCC4(C3CC=C4C5=CN=CC=C5)C)O. Drug 2: C(CC(=O)O)C(=O)CN.Cl. Cell line: T-47D. Synergy scores: CSS=3.98, Synergy_ZIP=-3.28, Synergy_Bliss=-3.10, Synergy_Loewe=-5.50, Synergy_HSA=-3.00. (4) Drug 2: C1C(C(OC1N2C=NC3=C(N=C(N=C32)Cl)N)CO)O. Drug 1: C1CCC(C1)C(CC#N)N2C=C(C=N2)C3=C4C=CNC4=NC=N3. Synergy scores: CSS=-1.08, Synergy_ZIP=4.09, Synergy_Bliss=3.30, Synergy_Loewe=-1.89, Synergy_HSA=-2.90. Cell line: HS 578T. (5) Drug 1: CCC1(CC2CC(C3=C(CCN(C2)C1)C4=CC=CC=C4N3)(C5=C(C=C6C(=C5)C78CCN9C7C(C=CC9)(C(C(C8N6C=O)(C(=O)OC)O)OC(=O)C)CC)OC)C(=O)OC)O.OS(=O)(=O)O. Drug 2: C(CN)CNCCSP(=O)(O)O. Cell line: U251. Synergy scores: CSS=16.2, Synergy_ZIP=-11.2, Synergy_Bliss=-12.4, Synergy_Loewe=-76.3, Synergy_HSA=-19.5. (6) Drug 1: COC1=CC(=CC(=C1O)OC)C2C3C(COC3=O)C(C4=CC5=C(C=C24)OCO5)OC6C(C(C7C(O6)COC(O7)C8=CC=CS8)O)O. Drug 2: CC1C(C(=O)NC(C(=O)N2CCCC2C(=O)N(CC(=O)N(C(C(=O)O1)C(C)C)C)C)C(C)C)NC(=O)C3=C4C(=C(C=C3)C)OC5=C(C(=O)C(=C(C5=N4)C(=O)NC6C(OC(=O)C(N(C(=O)CN(C(=O)C7CCCN7C(=O)C(NC6=O)C(C)C)C)C)C(C)C)C)N)C. Cell line: NCIH23. Synergy scores: CSS=56.8, Synergy_ZIP=1.38, Synergy_Bliss=2.52, Synergy_Loewe=2.05, Synergy_HSA=2.52. (7) Drug 1: CC=C1C(=O)NC(C(=O)OC2CC(=O)NC(C(=O)NC(CSSCCC=C2)C(=O)N1)C(C)C)C(C)C. Drug 2: CC(C)CN1C=NC2=C1C3=CC=CC=C3N=C2N. Cell line: A498. Synergy scores: CSS=27.9, Synergy_ZIP=-4.66, Synergy_Bliss=0.327, Synergy_Loewe=-18.5, Synergy_HSA=0.404. (8) Drug 1: CC1=CC2C(CCC3(C2CCC3(C(=O)C)OC(=O)C)C)C4(C1=CC(=O)CC4)C. Drug 2: CC(C)(C#N)C1=CC(=CC(=C1)CN2C=NC=N2)C(C)(C)C#N. Cell line: RXF 393. Synergy scores: CSS=-1.76, Synergy_ZIP=0.0704, Synergy_Bliss=-0.560, Synergy_Loewe=-5.89, Synergy_HSA=-4.68.